From a dataset of Experimentally validated miRNA-target interactions with 360,000+ pairs, plus equal number of negative samples. Binary Classification. Given a miRNA mature sequence and a target amino acid sequence, predict their likelihood of interaction. (1) The miRNA is mmu-miR-24-2-5p with sequence GUGCCUACUGAGCUGAAACAGU. The protein sequence of the target gene is MAPLGLKAVVGEKILSGVIRSVKKDGEWKVLIMDHPSMRILSSCCKMSDILAEGITIVEDINKRREPIPSLEAIYLLSPTEKSVQALIADFQGTPTFTYKAAHIFFTDTCPEPLFSELGRSRLAKAVKTLKEIHLAFLPYEAQVFSLDAPHSTYNLYCPFRAGERGRQLDALAQQIATLCATLQEYPSIRYRKGPEDTAQLAHAVLAKLNAFKADTPSLGEGPEKTRSQLLIMDRAADPVSPLLHELTFQAMAYDLLDIEQDTYRYETTGLSESREKAVLLDEDDDLWVELRHMHIADVS.... Result: 0 (no interaction). (2) The miRNA is hsa-miR-676-5p with sequence UCUUCAACCUCAGGACUUGCA. The protein sequence of the target gene is MAGAAAAVAAGAAAGAAAAAGSVSAPGRASAPPPPPPVYCVCRQPYDVNRFMIECDVCKDWFHGSCVGVEEHHAVDIDLYHCPDCAALHGSSLMKKRRNWHRHDYTEVDDGSKPVQAGTRAFVKELRSRVFPSADEIIVKMHGSQLTQRYLEKHGFDVPIMVPKLDDLGLRLPSPAFSVMDVERYVGGDKVIDVIDVARQADSKMTLHNYVKYFMNPDRPKVLNVISLEFSDTKMSELVEVPDIARKLSWVENYWPDDSVFPKPFVQKYCLMGVQDSYTDFHIDFGGTSVWYHVLWGEKI.... Result: 0 (no interaction). (3) The miRNA is hsa-miR-6781-3p with sequence UGCCUCUUUUCCACGGCCUCAG. The protein sequence of the target gene is MSLWVDKYRPCSLGRLDYHKEQAAQLRNLVQCGDFPHLLVYGPSGAGKKTRIMCILRELYGVGVEKLRIEHQTITTPSKKKIEISTIASNYHLEVNPSDAGNSDRVVIQEMLKTVAQSQQLETNSQRDFKVVLLTEVDKLTKDAQHALRRTMEKYMSTCRLILCCNSTSKVIPPIRSRCLAVRVPAPSIEDICHVLSTVCKKEGLNLPSQLAHRLAEKSCRNLRKALLMCEACRVQQYPFTADQEIPETDWEVYLRETANAIVSQQTPQRLLEVRGRLYELLTHCIPPEIIMKGLLSELL.... Result: 0 (no interaction).